From a dataset of Reaction yield outcomes from USPTO patents with 853,638 reactions. Predict the reaction yield, written as a fraction of the theoretical maximum amount of product (1.0 means a 100% yield; for example, 0.34 means a 34% yield). (1) The reactants are [OH:1]O.[CH2:3]([C:5]1[CH:6]=[CH:7][C:8]([NH:11][C:12](=[O:17])[C:13]([CH3:16])([CH3:15])[CH3:14])=[N:9][CH:10]=1)[CH3:4].O. The catalyst is CC(O)=O. The product is [CH2:3]([C:5]1[CH:6]=[CH:7][C:8]([NH:11][C:12](=[O:17])[C:13]([CH3:16])([CH3:15])[CH3:14])=[N+:9]([O-:1])[CH:10]=1)[CH3:4]. The yield is 0.670. (2) The product is [OH:14][CH2:12][C:8]1[CH:7]=[CH:6][C:5]([C:3]([O:2][CH3:1])=[O:4])=[CH:10][N:9]=1. The yield is 0.580. The reactants are [CH3:1][O:2][C:3]([C:5]1[CH:6]=[CH:7][C:8]([CH3:12])=[N+:9]([O-])[CH:10]=1)=[O:4].C(OC(C(F)(F)F)=O)(C(F)(F)F)=[O:14]. The catalyst is C(Cl)Cl. (3) The reactants are [NH:1]1[CH:5]=[C:4]([C:6]2[C:7]3[CH:14]=[CH:13][N:12]([CH2:15][O:16][CH2:17][CH2:18][Si:19]([CH3:22])([CH3:21])[CH3:20])[C:8]=3[N:9]=[CH:10][N:11]=2)[CH:3]=[N:2]1.[CH3:23][S:24][CH2:25][CH2:26]/[CH:27]=[CH:28]/[C:29]#[N:30].C1CCN2C(=NCCC2)CC1.C(#N)C. No catalyst specified. The product is [CH3:23][S:24][CH2:25][CH2:26][CH:27]([N:1]1[CH:5]=[C:4]([C:6]2[C:7]3[CH:14]=[CH:13][N:12]([CH2:15][O:16][CH2:17][CH2:18][Si:19]([CH3:22])([CH3:21])[CH3:20])[C:8]=3[N:9]=[CH:10][N:11]=2)[CH:3]=[N:2]1)[CH2:28][C:29]#[N:30]. The yield is 0.830. (4) The reactants are [F:1][C:2]1[CH:3]=[C:4]([C:9]([F:12])([F:11])[F:10])[CH:5]=[C:6]([OH:8])[CH:7]=1.[N+:13]([O-])([OH:15])=[O:14]. The catalyst is C(O)(=O)C.O. The product is [F:1][C:2]1[CH:3]=[C:4]([C:9]([F:10])([F:11])[F:12])[C:5]([N+:13]([O-:15])=[O:14])=[C:6]([OH:8])[CH:7]=1. The yield is 0.210. (5) The reactants are [CH3:1][O:2][C:3]1[CH:8]=[CH:7][C:6]([CH2:9][CH2:10][C:11]2[S:15][C:14]([C:16]3[CH:21]=[CH:20][C:19]([C:22]([F:25])([F:24])[F:23])=[CH:18][CH:17]=3)=[N:13][C:12]=2[CH2:26]O)=[CH:5][C:4]=1[CH3:28].C(Br)(Br)(Br)[Br:30].C1(P(C2C=CC=CC=2)C2C=CC=CC=2)C=CC=CC=1. The catalyst is C(Cl)Cl. The product is [Br:30][CH2:26][C:12]1[N:13]=[C:14]([C:16]2[CH:21]=[CH:20][C:19]([C:22]([F:25])([F:24])[F:23])=[CH:18][CH:17]=2)[S:15][C:11]=1[CH2:10][CH2:9][C:6]1[CH:7]=[CH:8][C:3]([O:2][CH3:1])=[C:4]([CH3:28])[CH:5]=1. The yield is 0.700.